Dataset: Catalyst prediction with 721,799 reactions and 888 catalyst types from USPTO. Task: Predict which catalyst facilitates the given reaction. (1) Reactant: Cl[CH2:2][C:3]([C:5]1[CH:10]=[CH:9][C:8]([C:11]2([C:14]([O:16]C)=[O:15])[CH2:13][CH2:12]2)=[CH:7][CH:6]=1)=O.[NH2:18][C:19]([NH2:21])=[O:20].C(O)C.[OH-].[Li+].Cl. Product: [NH2:21][C:19]1[O:20][CH:2]=[C:3]([C:5]2[CH:6]=[CH:7][C:8]([C:11]3([C:14]([OH:16])=[O:15])[CH2:12][CH2:13]3)=[CH:9][CH:10]=2)[N:18]=1. The catalyst class is: 370. (2) Reactant: [N:1]1[N:5]2[C:6]3[CH:25]=[CH:24][CH:23]=[N:22][C:7]=3[O:8][C:9]3([CH2:14][CH2:13][N:12](C(OC(C)(C)C)=O)[CH2:11][CH2:10]3)[C:4]2=[CH:3][CH:2]=1.[ClH:26].O1CCOCC1. Product: [ClH:26].[N:1]1[N:5]2[C:6]3[CH:25]=[CH:24][CH:23]=[N:22][C:7]=3[O:8][C:9]3([CH2:10][CH2:11][NH:12][CH2:13][CH2:14]3)[C:4]2=[CH:3][CH:2]=1. The catalyst class is: 61.